From a dataset of Catalyst prediction with 721,799 reactions and 888 catalyst types from USPTO. Predict which catalyst facilitates the given reaction. (1) Reactant: [Cl:1][C:2]1[C:3](C)=[C:4]([CH:7]=[CH:8][CH:9]=1)[C:5]#N.C[Mg]I.C([O:16][CH2:17][CH3:18])C.Cl. Product: [Cl:1][C:2]1[CH:9]=[CH:8][C:7]([C:17](=[O:16])[CH3:18])=[C:4]([CH3:5])[CH:3]=1. The catalyst class is: 48. (2) Reactant: [CH3:1][O:2][C:3](=[O:12])[CH2:4][C:5]1[CH:6]=[C:7]([CH3:11])[CH:8]=[CH:9][CH:10]=1.[Br:13]N1C(=O)CCC1=O.C(OOC(=O)C1C=CC=CC=1)(=O)C1C=CC=CC=1. Product: [CH3:1][O:2][C:3](=[O:12])[CH2:4][C:5]1[CH:10]=[CH:9][CH:8]=[C:7]([CH2:11][Br:13])[CH:6]=1. The catalyst class is: 53. (3) Reactant: [F:1][C:2]([F:16])([F:15])[C:3]1[C:4]([NH2:14])=[C:5]([NH2:13])[CH:6]=[C:7]([C:9]([F:12])([F:11])[F:10])[CH:8]=1.N1C=CC=CC=1.Cl[C:24](=[O:31])[CH2:25][C:26]([O:28][CH2:29][CH3:30])=[O:27]. Product: [NH2:14][C:4]1[C:3]([C:2]([F:15])([F:16])[F:1])=[CH:8][C:7]([C:9]([F:12])([F:11])[F:10])=[CH:6][C:5]=1[NH:13][C:24](=[O:31])[CH2:25][C:26]([O:28][CH2:29][CH3:30])=[O:27]. The catalyst class is: 2. (4) Product: [CH3:1][O:2][CH2:3][C@H:4]([CH3:38])[O:5][C:6]1[CH:7]=[C:8]([C:23]2[NH:27][C:26]([C:28]3[O:29][C@@H:32]([C:33]([F:34])([F:35])[F:36])[CH2:31][N:30]=3)=[CH:25][CH:24]=2)[CH:9]=[C:10]([O:12][C:13]2[CH:18]=[CH:17][C:16]([S:19]([CH3:22])(=[O:20])=[O:21])=[CH:15][CH:14]=2)[CH:11]=1. The catalyst class is: 7. Reactant: [CH3:1][O:2][CH2:3][C@H:4]([CH3:38])[O:5][C:6]1[CH:7]=[C:8]([C:23]2[NH:27][C:26]([C:28]([NH:30][CH2:31][C@H:32](O)[C:33]([F:36])([F:35])[F:34])=[O:29])=[CH:25][CH:24]=2)[CH:9]=[C:10]([O:12][C:13]2[CH:18]=[CH:17][C:16]([S:19]([CH3:22])(=[O:21])=[O:20])=[CH:15][CH:14]=2)[CH:11]=1.C(N(CC)CC)C.CS(O)(=O)=O.C(=O)([O-])O.[Na+]. (5) Reactant: [CH2:1]([O:4][C:5]1[CH:16]=[CH:15][C:8]([C:9]([O:11]CC#C)=[O:10])=[CH:7][C:6]=1[O:17][CH3:18])[C:2]#[CH:3].[OH-].[Na+].Cl. Product: [CH2:1]([O:4][C:5]1[CH:16]=[CH:15][C:8]([C:9]([OH:11])=[O:10])=[CH:7][C:6]=1[O:17][CH3:18])[C:2]#[CH:3]. The catalyst class is: 5.